Dataset: Clinical trial toxicity outcomes and FDA approval status for drugs. Task: Regression/Classification. Given a drug SMILES string, predict its toxicity properties. Task type varies by dataset: regression for continuous values (e.g., LD50, hERG inhibition percentage) or binary classification for toxic/non-toxic outcomes (e.g., AMES mutagenicity, cardiotoxicity, hepatotoxicity). Dataset: clintox. (1) The compound is C[C@H]([NH2+]CCc1ccc(O)cc1)[C@H](O)c1ccc(O)cc1. The result is 0 (passed clinical trial). (2) The drug is C[NH+]1CCC(OC(c2ccccc2)c2ccccc2)CC1. The result is 0 (passed clinical trial). (3) The compound is COc1cccc2c1C(=O)c1c([O-])c3c(c([O-])c1C2=O)C[C@@](O)(C(C)=O)C[C@@H]3O[C@H]1C[C@H]([NH3+])[C@H](O)[C@H](C)O1. The result is 0 (passed clinical trial). (4) The molecule is C[C@@H]([NH3+])[C@@H](O)c1ccccc1. The result is 0 (passed clinical trial). (5) The molecule is Cl[Mn]Cl. The result is 0 (passed clinical trial). (6) The compound is C#Cc1cccc(Nc2ncnc3cc(OCCOC)c(OCCOC)cc23)c1. The result is 0 (passed clinical trial). (7) The molecule is C/C=C/C[C@@H](C)[C@@H](O)[C@H]1C(=O)N[C@@H](CC)C(=O)N(C)CC(=O)N(C)[C@@H](CC(C)C)C(=O)N[C@@H](C(C)C)C(=O)N(C)[C@@H](CC(C)C)C(=O)N[C@@H](C)C(=O)N[C@H](C)C(=O)N(C)[C@@H](CC(C)C)C(=O)N(C)[C@@H](CC(C)C)C(=O)N(C)[C@@H](C(C)C)C(=O)N1C. The result is 1 (failed clinical trial for toxicity). (8) The drug is C[C@@H]1C/C=C/C=C/C=C/C=C/[C@H](OC2O[C@H](C)[C@@H](O)[C@H]([NH3+])[C@@H]2O)C[C@@H]2O[C@](O)(C[C@@H](O)C[C@H]3O[C@@H]3/C=C/C(=O)O1)C[C@H](O)[C@H]2C(=O)[O-]. The result is 0 (passed clinical trial). (9) The molecule is COc1cc2nc(N3CCN(C(=O)C4COc5ccccc5O4)CC3)nc(N)c2cc1OC. The result is 0 (passed clinical trial). (10) The compound is O=C([O-])c1cn(C2CC2)c2cc(N3CC[NH2+]CC3)c(F)cc2c1=O. The result is 0 (passed clinical trial).